This data is from Forward reaction prediction with 1.9M reactions from USPTO patents (1976-2016). The task is: Predict the product of the given reaction. (1) Given the reactants [F:1][C:2]1[CH:7]=[C:6]([C:8]2[CH:13]=[CH:12][C:11]([CH2:14][CH2:15][CH2:16][CH2:17][CH3:18])=[CH:10][CH:9]=2)[CH:5]=[C:4]([F:19])[CH:3]=1.[Li]CCCC.[CH:25](N1CCCCC1)=[O:26].O, predict the reaction product. The product is: [F:1][C:2]1[CH:7]=[C:6]([C:8]2[CH:9]=[CH:10][C:11]([CH2:14][CH2:15][CH2:16][CH2:17][CH3:18])=[CH:12][CH:13]=2)[CH:5]=[C:4]([F:19])[C:3]=1[CH:25]=[O:26]. (2) The product is: [F:16][C:17]([F:28])([F:27])[C:18]1[CH:23]=[C:22]([C:2]2[CH:3]=[CH:4][C:5]3[N:6]([C:8]([C:11]([O:13][CH2:14][CH3:15])=[O:12])=[CH:9][N:10]=3)[N:7]=2)[CH:21]=[CH:20][CH:19]=1. Given the reactants Cl[C:2]1[CH:3]=[CH:4][C:5]2[N:6]([C:8]([C:11]([O:13][CH2:14][CH3:15])=[O:12])=[CH:9][N:10]=2)[N:7]=1.[F:16][C:17]([F:28])([F:27])[C:18]1[CH:19]=[C:20](B(O)O)[CH:21]=[CH:22][CH:23]=1.C([O-])([O-])=O.[Cs+].[Cs+], predict the reaction product. (3) Given the reactants C(S[C:4]1[NH:5][C:6](=[O:13])[C:7]2[S:12][CH2:11][CH2:10][C:8]=2[N:9]=1)C.Cl.CC(O)=[O:17], predict the reaction product. The product is: [NH:9]1[C:8]2[CH2:10][CH2:11][S:12][C:7]=2[C:6](=[O:13])[NH:5][C:4]1=[O:17]. (4) Given the reactants [CH3:1][O:2][C:3]1[C:8]([CH3:9])=[CH:7][C:6]2[C@:10]3([CH2:20][O:21][C:5]=2[CH:4]=1)[C:18]1[C:13](=[CH:14][CH:15]=[CH:16][CH:17]=1)[NH:12][C:11]3=[O:19].[CH3:22][N:23]1[CH2:28][CH2:27][NH:26][CH2:25][CH2:24]1.[CH2:29]=O, predict the reaction product. The product is: [CH3:1][O:2][C:3]1[C:8]([CH3:9])=[CH:7][C:6]2[C@:10]3([CH2:20][O:21][C:5]=2[CH:4]=1)[C:18]1[C:13](=[CH:14][CH:15]=[CH:16][CH:17]=1)[N:12]([CH2:22][N:23]1[CH2:28][CH2:27][N:26]([CH3:29])[CH2:25][CH2:24]1)[C:11]3=[O:19]. (5) Given the reactants Cl[C:2]1[C:11]2[C:6](=[CH:7][C:8]([O:14][CH3:15])=[C:9]([O:12][CH3:13])[CH:10]=2)[N:5]=[CH:4][CH:3]=1.[NH2:16][C:17]1[C:25]2[C:20](=[CH:21][C:22]([OH:26])=[CH:23][CH:24]=2)[N:19]([CH3:27])[N:18]=1.C(=O)([O-])[O-].[Cs+].[Cs+].O, predict the reaction product. The product is: [CH3:13][O:12][C:9]1[CH:10]=[C:11]2[C:6](=[CH:7][C:8]=1[O:14][CH3:15])[N:5]=[CH:4][CH:3]=[C:2]2[O:26][C:22]1[CH:21]=[C:20]2[C:25]([C:17]([NH2:16])=[N:18][N:19]2[CH3:27])=[CH:24][CH:23]=1. (6) Given the reactants [O:1]([C:8]1[CH:13]=[CH:12][C:11]([CH2:14][CH2:15][C:16]([O:18]CC)=[O:17])=[CH:10][CH:9]=1)[C:2]1[CH:7]=[CH:6][CH:5]=[CH:4][CH:3]=1.[OH-].[Na+], predict the reaction product. The product is: [O:1]([C:8]1[CH:9]=[CH:10][C:11]([CH2:14][CH2:15][C:16]([OH:18])=[O:17])=[CH:12][CH:13]=1)[C:2]1[CH:3]=[CH:4][CH:5]=[CH:6][CH:7]=1.